This data is from Forward reaction prediction with 1.9M reactions from USPTO patents (1976-2016). The task is: Predict the product of the given reaction. (1) Given the reactants Cl.[CH2:2]([C:4]1[CH:5]=[N:6][C:7]([N:10]2[CH2:15][CH2:14][NH:13][CH2:12][CH2:11]2)=[N:8][CH:9]=1)[CH3:3].C1(C)C=CC=CC=1.C(=O)([O-])[O-].[K+].[K+].[Br:29][C:30]1[CH:31]=[N:32][C:33](Cl)=[C:34]([CH:37]=1)[C:35]#[N:36], predict the reaction product. The product is: [Br:29][C:30]1[CH:31]=[N:32][C:33]([N:13]2[CH2:12][CH2:11][N:10]([C:7]3[N:6]=[CH:5][C:4]([CH2:2][CH3:3])=[CH:9][N:8]=3)[CH2:15][CH2:14]2)=[C:34]([CH:37]=1)[C:35]#[N:36]. (2) Given the reactants Cl.[Cl:2][C:3]1[CH:8]=[CH:7][N:6]=[C:5]([C:9](Cl)=[O:10])[CH:4]=1.[CH3:12][NH2:13], predict the reaction product. The product is: [Cl:2][C:3]1[CH:8]=[CH:7][N:6]=[C:5]([C:9]([NH:13][CH3:12])=[O:10])[CH:4]=1.